Predict the product of the given reaction. From a dataset of Forward reaction prediction with 1.9M reactions from USPTO patents (1976-2016). (1) Given the reactants C([Li])CCC.CCCCCC.[C:12](#[N:14])[CH3:13].[C:15]1([CH2:21][CH2:22][CH2:23][O:24][C:25]2[CH:32]=[CH:31][C:28]([CH:29]=[O:30])=[CH:27][CH:26]=2)[CH:20]=[CH:19][CH:18]=[CH:17][CH:16]=1, predict the reaction product. The product is: [OH:30][CH:29]([C:28]1[CH:31]=[CH:32][C:25]([O:24][CH2:23][CH2:22][CH2:21][C:15]2[CH:20]=[CH:19][CH:18]=[CH:17][CH:16]=2)=[CH:26][CH:27]=1)[CH2:13][C:12]#[N:14]. (2) Given the reactants Br[C:2]1[CH:7]=[C:6]([N:8]2[CH2:13][CH2:12][O:11][CH2:10][CH2:9]2)[N:5]=[C:4]([C:14]2[CH:19]=[CH:18][CH:17]=[C:16]([NH:20][C:21]([CH:23]3[CH2:28][CH2:27][N:26](C(OC(C)(C)C)=O)[CH2:25][CH2:24]3)=[O:22])[CH:15]=2)[N:3]=1.[C:36]([NH:39][C:40]1[CH:45]=[CH:44][C:43](B(O)O)=[CH:42][CH:41]=1)(=[O:38])[CH3:37].C(=O)(O)[O-].[Na+], predict the reaction product. The product is: [C:36]([NH:39][C:40]1[CH:45]=[CH:44][C:43]([C:2]2[CH:7]=[C:6]([N:8]3[CH2:13][CH2:12][O:11][CH2:10][CH2:9]3)[N:5]=[C:4]([C:14]3[CH:19]=[CH:18][CH:17]=[C:16]([NH:20][C:21]([CH:23]4[CH2:24][CH2:25][NH:26][CH2:27][CH2:28]4)=[O:22])[CH:15]=3)[N:3]=2)=[CH:42][CH:41]=1)(=[O:38])[CH3:37]. (3) Given the reactants Br[C:2]1[CH:10]=[CH:9][C:5]([C:6]([OH:8])=[O:7])=[C:4]([Cl:11])[CH:3]=1.[F:12][C:13]1[CH:14]=[CH:15][C:16]([O:22][CH3:23])=[C:17](B(O)O)[CH:18]=1.C(=O)([O-])[O-].[Na+].[Na+], predict the reaction product. The product is: [Cl:11][C:4]1[CH:3]=[C:2]([C:15]2[CH:14]=[C:13]([F:12])[CH:18]=[CH:17][C:16]=2[O:22][CH3:23])[CH:10]=[CH:9][C:5]=1[C:6]([OH:8])=[O:7]. (4) The product is: [CH3:19][N:16]1[CH2:17][CH2:18][N:13]([C:11]2[CH:10]=[CH:9][N:8]=[C:7]([C:5]3[S:6][C:2]([C:21]#[N:22])=[CH:3][CH:4]=3)[CH:12]=2)[CH2:14][CH2:15]1. Given the reactants Br[C:2]1[S:6][C:5]([C:7]2[CH:12]=[C:11]([N:13]3[CH2:18][CH2:17][N:16]([CH3:19])[CH2:15][CH2:14]3)[CH:10]=[CH:9][N:8]=2)=[CH:4][CH:3]=1.[Cu][C:21]#[N:22].CCOC(C)=O, predict the reaction product. (5) Given the reactants [CH2:1]([N:8]1[CH2:13][CH2:12][C:11](=O)[CH2:10][CH2:9]1)[C:2]1[CH:7]=[CH:6][CH:5]=[CH:4][CH:3]=1.CC(O)=O.CN.Cl.[BH3-][C:23]#[N:24].[Na+], predict the reaction product. The product is: [CH2:1]([N:8]1[CH2:13][CH2:12][CH:11]([NH:24][CH3:23])[CH2:10][CH2:9]1)[C:2]1[CH:7]=[CH:6][CH:5]=[CH:4][CH:3]=1. (6) Given the reactants [CH3:1][C@@H:2]([NH:12][CH2:13][C@H:14]([OH:25])[C:15]1[CH:20]=[CH:19][C:18]([OH:21])=[C:17]([NH:22][CH:23]=[O:24])[CH:16]=1)[CH2:3][C:4]1[CH:9]=[CH:8][C:7]([O:10][CH3:11])=[CH:6][CH:5]=1.[C@H:26]([OH:35])([C:32]([OH:34])=[O:33])[C@@H:27]([OH:31])[C:28]([OH:30])=[O:29].CO, predict the reaction product. The product is: [CH3:1][C@@H:2]([NH:12][CH2:13][C@H:14]([OH:25])[C:15]1[CH:20]=[CH:19][C:18]([OH:21])=[C:17]([NH:22][CH:23]=[O:24])[CH:16]=1)[CH2:3][C:4]1[CH:9]=[CH:8][C:7]([O:10][CH3:11])=[CH:6][CH:5]=1.[C:28]([C@@H:27]([C@H:26]([C:32]([O-:34])=[O:33])[OH:35])[OH:31])([O-:30])=[O:29].